Dataset: Forward reaction prediction with 1.9M reactions from USPTO patents (1976-2016). Task: Predict the product of the given reaction. (1) Given the reactants [O:1]1[CH:7]=[CH:6][CH:5]=[N:4][C:3](=[O:8])[CH2:2]1.F[B-](F)(F)F.[CH3:14][O+](C)C, predict the reaction product. The product is: [CH3:14][O:8][C:3]1[CH2:2][O:1][CH2:7][CH2:6][CH2:5][N:4]=1. (2) Given the reactants [F:1][C:2]1[CH:9]=[CH:8][CH:7]=[CH:6][C:3]=1[CH:4]=[O:5].[CH:10](O)([OH:13])[CH2:11][CH3:12].[NH+]1C=CC=CC=1.O, predict the reaction product. The product is: [F:1][C:2]1[CH:9]=[CH:8][CH:7]=[CH:6][C:3]=1[CH2:4][O:5][CH2:12][CH2:11][CH2:10][OH:13]. (3) Given the reactants [OH:1][C:2]1[CH:3]=[C:4]([C:8](=[O:10])[CH3:9])[CH:5]=[CH:6][CH:7]=1.Br[CH2:12][CH:13]1[CH2:18][CH2:17][CH2:16][CH2:15][CH2:14]1, predict the reaction product. The product is: [CH:13]1([CH2:12][O:1][C:2]2[CH:3]=[C:4]([C:8](=[O:10])[CH3:9])[CH:5]=[CH:6][CH:7]=2)[CH2:18][CH2:17][CH2:16][CH2:15][CH2:14]1. (4) Given the reactants Br[CH2:2][C:3]1[C:8]([O:9][CH3:10])=[CH:7][CH:6]=[CH:5][C:4]=1[N:11]1[C:15](=[O:16])[N:14]([CH3:17])[N:13]=[N:12]1.[CH3:18][C:19]1[CH:24]=[CH:23][C:22]([N:25]2[CH:29]=[CH:28][C:27]([OH:30])=[N:26]2)=[CH:21][CH:20]=1.C(=O)([O-])[O-].[K+].[K+].C(#N)C, predict the reaction product. The product is: [CH3:18][C:19]1[CH:20]=[CH:21][C:22]([N:25]2[CH:29]=[CH:28][C:27]([O:30][CH2:2][C:3]3[C:8]([O:9][CH3:10])=[CH:7][CH:6]=[CH:5][C:4]=3[N:11]3[C:15](=[O:16])[N:14]([CH3:17])[N:13]=[N:12]3)=[N:26]2)=[CH:23][CH:24]=1.